Dataset: Reaction yield outcomes from USPTO patents with 853,638 reactions. Task: Predict the reaction yield, written as a fraction of the theoretical maximum amount of product (1.0 means a 100% yield; for example, 0.34 means a 34% yield). The reactants are Cl[C:2]1[N:6]2[CH:7]=[C:8]([F:11])[CH:9]=[CH:10][C:5]2=[N:4][N:3]=1.Cl.[OH:13][C@H:14]1[CH2:19][CH2:18][CH2:17][NH:16][CH2:15]1.CCN(C(C)C)C(C)C. The catalyst is CC(N(C)C)=O. The product is [F:11][C:8]1[CH:9]=[CH:10][C:5]2[N:6]([C:2]([N:16]3[CH2:17][CH2:18][CH2:19][C@H:14]([OH:13])[CH2:15]3)=[N:3][N:4]=2)[CH:7]=1. The yield is 0.380.